Dataset: Reaction yield outcomes from USPTO patents with 853,638 reactions. Task: Predict the reaction yield, written as a fraction of the theoretical maximum amount of product (1.0 means a 100% yield; for example, 0.34 means a 34% yield). (1) The reactants are N(OC(C)(C)C)=O.[CH2:8]([O:11][C:12]1[CH:24]=[CH:23][C:15]2[N+:16]([O-:22])=[C:17](N)[N:18]=[N+:19]([O-:20])[C:14]=2[CH:13]=1)[CH:9]=[CH2:10]. The yield is 0.380. The catalyst is CN(C=O)C. The product is [CH2:8]([O:11][C:12]1[CH:24]=[CH:23][C:15]2[N+:16]([O-:22])=[CH:17][N:18]=[N+:19]([O-:20])[C:14]=2[CH:13]=1)[CH:9]=[CH2:10]. (2) The reactants are [CH:1]([C:3]1[CH:4]=[C:5]([N:9]2[CH2:18][C@H:17]3[N:13]([CH2:14][CH2:15][CH2:16]3)[C:12]3[N:19]=[C:20]([S:23][CH3:24])[N:21]=[CH:22][C:11]=3[C:10]2=[O:25])[CH:6]=[CH:7][CH:8]=1)=[O:2].[OH-].[Na+].C1(C)C=CC(S([CH2:37][N+:38]#[C-:39])(=O)=O)=CC=1. The catalyst is CO.C(OCC)(=O)C. The product is [CH3:24][S:23][C:20]1[N:21]=[CH:22][C:11]2[C:10](=[O:25])[N:9]([C:5]3[CH:6]=[CH:7][CH:8]=[C:3]([C:1]4[O:2][CH:39]=[N:38][CH:37]=4)[CH:4]=3)[CH2:18][C@H:17]3[N:13]([CH2:14][CH2:15][CH2:16]3)[C:12]=2[N:19]=1. The yield is 0.710.